This data is from Reaction yield outcomes from USPTO patents with 853,638 reactions. The task is: Predict the reaction yield, written as a fraction of the theoretical maximum amount of product (1.0 means a 100% yield; for example, 0.34 means a 34% yield). (1) The reactants are [N:1]1[CH:6]=[CH:5][CH:4]=[CH:3][C:2]=1[O:7][C:8]1[CH:15]=[CH:14][C:11]([CH:12]=O)=[CH:10][CH:9]=1.[NH2:16][C:17]1[N:18]=[N:19][C:20]([CH3:23])=[CH:21][CH:22]=1.C([O:26][C:27](=O)[C:28]([OH:41])=[CH:29][C:30]([C:32]1[CH:37]=[CH:36][C:35]([CH:38]([CH3:40])[CH3:39])=[CH:34][CH:33]=1)=[O:31])C. No catalyst specified. The product is [OH:41][C:28]1[C:27](=[O:26])[N:16]([C:17]2[N:18]=[N:19][C:20]([CH3:23])=[CH:21][CH:22]=2)[CH:12]([C:11]2[CH:14]=[CH:15][C:8]([O:7][C:2]3[CH:3]=[CH:4][CH:5]=[CH:6][N:1]=3)=[CH:9][CH:10]=2)[C:29]=1[C:30](=[O:31])[C:32]1[CH:37]=[CH:36][C:35]([CH:38]([CH3:40])[CH3:39])=[CH:34][CH:33]=1. The yield is 0.250. (2) The reactants are Cl[C:2]1[CH:3]=[CH:4][C:5]2[C:14]3[CH:13]=[C:12]4[CH2:15][CH2:16][CH2:17][C:18](=[O:19])[C:11]4=[CH:10][C:9]=3[O:8][CH2:7][C:6]=2[CH:20]=1.P([O-])([O-])([O-])=O.[K+].[K+].[K+].CC(C1C=C(C(C)C)C(C2C=CC=CC=2P(C2CCCCC2)C2CCCCC2)=C(C(C)C)C=1)C.[Si:63]([C:67]#[CH:68])([CH3:66])([CH3:65])[CH3:64]. The catalyst is CC#N.CC#N.Cl[Pd]Cl.C(#N)C. The product is [CH3:64][Si:63]([C:67]#[C:68][C:2]1[CH:3]=[CH:4][C:5]2[C:14]3[CH:13]=[C:12]4[CH2:15][CH2:16][CH2:17][C:18](=[O:19])[C:11]4=[CH:10][C:9]=3[O:8][CH2:7][C:6]=2[CH:20]=1)([CH3:66])[CH3:65]. The yield is 0.334. (3) The reactants are Cl[C:2]1[N:7]=[C:6]([C:8]2[N:13]=[CH:12][CH:11]=[CH:10][N:9]=2)[N:5]=[C:4]([NH:14][S:15]([C:18]2[CH:23]=[CH:22][C:21]([C:24]([CH3:27])([CH3:26])[CH3:25])=[CH:20][CH:19]=2)(=[O:17])=[O:16])[C:3]=1[O:28][C:29]1[CH:34]=[CH:33][CH:32]=[CH:31][C:30]=1[O:35][CH3:36].[Na].[C:38](O)(=[O:46])[CH:39]([CH:39]([C:38](O)=[O:46])[OH:40])[OH:40]. The catalyst is C(O)CO. The product is [C:24]([C:21]1[CH:22]=[CH:23][C:18]([S:15]([NH:14][C:4]2[C:3]([O:28][C:29]3[CH:34]=[CH:33][CH:32]=[CH:31][C:30]=3[O:35][CH3:36])=[C:2]([O:40][CH2:39][CH2:38][OH:46])[N:7]=[C:6]([C:8]3[N:13]=[CH:12][CH:11]=[CH:10][N:9]=3)[N:5]=2)(=[O:17])=[O:16])=[CH:19][CH:20]=1)([CH3:27])([CH3:26])[CH3:25]. The yield is 0.410. (4) The reactants are [C:1]([O:5][C:6]([N:8]1[CH2:13][C@H:12]([CH2:14][O:15][C:16]2[CH:25]=[C:24]3[C:19]([CH:20]=[CH:21][CH:22]=[N:23]3)=[CH:18][CH:17]=2)[N:11]([C:26]2[CH:31]=[CH:30][C:29]([O:32][CH2:33][CH2:34][CH2:35][O:36][CH2:37][C:38]3[CH:43]=[CH:42][CH:41]=[CH:40][C:39]=3[O:44][CH3:45])=[CH:28][CH:27]=2)[C:10](=[O:46])[CH2:9]1)=[O:7])([CH3:4])([CH3:3])[CH3:2].[BH4-].[Na+].[Cl-].[NH4+].O. The catalyst is CO.O.O.O.O.O.O.[Ni](Cl)Cl. The product is [C:1]([O:5][C:6]([N:8]1[CH2:13][C@H:12]([CH2:14][O:15][C:16]2[CH:25]=[C:24]3[C:19]([CH2:20][CH2:21][CH2:22][NH:23]3)=[CH:18][CH:17]=2)[N:11]([C:26]2[CH:31]=[CH:30][C:29]([O:32][CH2:33][CH2:34][CH2:35][O:36][CH2:37][C:38]3[CH:43]=[CH:42][CH:41]=[CH:40][C:39]=3[O:44][CH3:45])=[CH:28][CH:27]=2)[C:10](=[O:46])[CH2:9]1)=[O:7])([CH3:3])([CH3:4])[CH3:2]. The yield is 0.810. (5) The reactants are C([O:3][C:4](=[O:29])[CH:5]([C:11]1[C:12](=[O:28])[N:13]([C:17]2[CH:22]=[CH:21][C:20]([N+:23]([O-:25])=[O:24])=[CH:19][C:18]=2[O:26][CH3:27])[CH:14]=[CH:15][CH:16]=1)C(OCC)=O)C. The catalyst is O.[OH-].[Na+]. The product is [CH3:27][O:26][C:18]1[CH:19]=[C:20]([N+:23]([O-:25])=[O:24])[CH:21]=[CH:22][C:17]=1[N:13]1[CH:14]=[CH:15][CH:16]=[C:11]([CH2:5][C:4]([OH:29])=[O:3])[C:12]1=[O:28]. The yield is 0.100. (6) The reactants are C[N:2]([CH3:19])[CH:3]=[CH:4][C:5]([C:7]1[CH:8]=[C:9]([N:13]([CH2:17][CH3:18])[C:14](=[O:16])[CH3:15])[CH:10]=[CH:11][CH:12]=1)=O.Cl.N[C:22]1[C:26]([C:27]#[N:28])=C[NH:24][N:23]=1.Cl. The catalyst is O.CO. The product is [CH3:18][CH2:17][N:13]([C:14]([CH3:15])=[O:16])[C:9]1[CH:10]=[CH:11][CH:12]=[C:7]([C:5]2[N:24]3[N:23]=[CH:22][C:26]([C:27]#[N:28])=[C:19]3[N:2]=[CH:3][CH:4]=2)[CH:8]=1. The yield is 0.961.